This data is from TCR-epitope binding with 47,182 pairs between 192 epitopes and 23,139 TCRs. The task is: Binary Classification. Given a T-cell receptor sequence (or CDR3 region) and an epitope sequence, predict whether binding occurs between them. (1) The epitope is ILGLPTQTV. The TCR CDR3 sequence is CASSPIPGGVDTQYF. Result: 1 (the TCR binds to the epitope). (2) The epitope is FSKQLQQSM. The TCR CDR3 sequence is CASSSETAPNEKLFF. Result: 0 (the TCR does not bind to the epitope).